From a dataset of Full USPTO retrosynthesis dataset with 1.9M reactions from patents (1976-2016). Predict the reactants needed to synthesize the given product. Given the product [C:13]1([C:2]2[CH:3]=[CH:4][CH:5]=[C:6]3[C:11]=2[N:10]=[CH:9][NH:8][C:7]3=[O:12])[CH:18]=[CH:17][CH:16]=[CH:15][CH:14]=1, predict the reactants needed to synthesize it. The reactants are: Br[C:2]1[CH:3]=[CH:4][CH:5]=[C:6]2[C:11]=1[N:10]=[CH:9][NH:8][C:7]2=[O:12].[C:13]1([C:13]2[CH:18]=[C:17]3[C:16](C(=O)NC=N3)=[CH:15][CH:14]=2)[CH:18]=[CH:17][CH:16]=[CH:15][CH:14]=1.